This data is from Reaction yield outcomes from USPTO patents with 853,638 reactions. The task is: Predict the reaction yield, written as a fraction of the theoretical maximum amount of product (1.0 means a 100% yield; for example, 0.34 means a 34% yield). (1) The reactants are [CH2:1]([O:8][C:9]1[CH:10]=[C:11]2[C:16](=[CH:17][CH:18]=1)[C:15](=[O:19])[N:14]([CH2:20][CH:21]([CH3:23])[CH3:22])[C:13]([C:24](O)=[O:25])=[C:12]2[C:27]1[CH:32]=[CH:31][CH:30]=[CH:29][C:28]=1[F:33])[C:2]1[CH:7]=[CH:6][CH:5]=[CH:4][CH:3]=1.C(Cl)(=O)C(Cl)=O.[BH4-].[Na+].Cl. The catalyst is O1CCCC1.CN(C)C=O.COCCOC. The product is [CH2:1]([O:8][C:9]1[CH:10]=[C:11]2[C:16](=[CH:17][CH:18]=1)[C:15](=[O:19])[N:14]([CH2:20][CH:21]([CH3:22])[CH3:23])[C:13]([CH2:24][OH:25])=[C:12]2[C:27]1[CH:32]=[CH:31][CH:30]=[CH:29][C:28]=1[F:33])[C:2]1[CH:3]=[CH:4][CH:5]=[CH:6][CH:7]=1. The yield is 0.924. (2) The reactants are [F:1][C:2]1[CH:7]=[CH:6][C:5]([C:8]2[C:19](=[O:20])[N:11]3[CH2:12][CH2:13][CH2:14][CH:15]([C:16]([OH:18])=[O:17])[N:10]3[C:9]=2[C:21]2[CH:26]=[CH:25][N:24]=[C:23]([S:27][CH3:28])[N:22]=2)=[CH:4][CH:3]=1.[N+](=[CH2:31])=[N-]. The catalyst is C(OCC)C.C(OCC)(=O)C.C(OCC)C. The product is [CH3:31][O:17][C:16]([C@@H:15]1[CH2:14][CH2:13][CH2:12][N:11]2[C:19](=[O:20])[C:8]([C:5]3[CH:4]=[CH:3][C:2]([F:1])=[CH:7][CH:6]=3)=[C:9]([C:21]3[CH:26]=[CH:25][N:24]=[C:23]([S:27][CH3:28])[N:22]=3)[N:10]12)=[O:18]. The yield is 0.980. (3) The reactants are [C:1]([Si:5]([CH3:24])([CH3:23])[O:6][C:7]1[CH:8]=[C:9]([CH:16]=[C:17]([C:19]([F:22])([F:21])[F:20])[CH:18]=1)[C:10](N(OC)C)=[O:11])([CH3:4])([CH3:3])[CH3:2].[CH3:25][Mg]Cl. The catalyst is C1COCC1.CCOCC. The product is [C:1]([Si:5]([CH3:24])([CH3:23])[O:6][C:7]1[CH:8]=[C:9]([C:10](=[O:11])[CH3:25])[CH:16]=[C:17]([C:19]([F:21])([F:20])[F:22])[CH:18]=1)([CH3:2])([CH3:4])[CH3:3]. The yield is 0.990. (4) The reactants are [Cl:1][C:2]1[CH:3]=[CH:4][C:5]([O:33][CH3:34])=[C:6]([C:8]2[N:12](COCC[Si](C)(C)C)[N:11]=[CH:10][C:9]=2[NH:21][C:22]([C:24]2[CH:25]=[N:26][N:27]3[CH:32]=[CH:31][CH:30]=[N:29][C:28]=23)=[O:23])[CH:7]=1.Cl. The catalyst is C(O)C.O. The product is [Cl:1][C:2]1[CH:3]=[CH:4][C:5]([O:33][CH3:34])=[C:6]([C:8]2[NH:12][N:11]=[CH:10][C:9]=2[NH:21][C:22]([C:24]2[CH:25]=[N:26][N:27]3[CH:32]=[CH:31][CH:30]=[N:29][C:28]=23)=[O:23])[CH:7]=1. The yield is 0.890.